This data is from Reaction yield outcomes from USPTO patents with 853,638 reactions. The task is: Predict the reaction yield, written as a fraction of the theoretical maximum amount of product (1.0 means a 100% yield; for example, 0.34 means a 34% yield). The reactants are Cl.[F:2][C:3]([F:17])([F:16])[C:4]1[C:12]2[CH2:11][CH2:10][CH2:9][CH2:8][C:7]=2[N:6]([CH2:13][CH2:14][NH2:15])[N:5]=1.[CH3:18][N:19]1[CH2:24][CH2:23][C:22]2[C:25]([C:28](O)=[O:29])=[CH:26][S:27][C:21]=2[C:20]1=[O:31].CCN=C=NCCCN(C)C.C1C=CC2N(O)N=NC=2C=1.C(N(CC)CC)C. The catalyst is O.CN(C=O)C. The product is [CH3:18][N:19]1[CH2:24][CH2:23][C:22]2[C:25]([C:28]([NH:15][CH2:14][CH2:13][N:6]3[C:7]4[CH2:8][CH2:9][CH2:10][CH2:11][C:12]=4[C:4]([C:3]([F:2])([F:16])[F:17])=[N:5]3)=[O:29])=[CH:26][S:27][C:21]=2[C:20]1=[O:31]. The yield is 0.720.